This data is from Full USPTO retrosynthesis dataset with 1.9M reactions from patents (1976-2016). The task is: Predict the reactants needed to synthesize the given product. (1) Given the product [F:1][C:2]([F:12])([F:11])[C:3]1[CH:10]=[CH:9][CH:8]=[CH:7][C:4]=1[CH2:5][NH:13][C:14]1[CH:15]=[C:16]2[C:20]3=[C:21]([CH2:23][S:24][CH2:25][CH2:26][N:19]3[C@H:18]3[CH2:27][CH2:28][NH:29][CH2:30][C@@H:17]23)[CH:22]=1, predict the reactants needed to synthesize it. The reactants are: [F:1][C:2]([F:12])([F:11])[C:3]1[CH:10]=[CH:9][CH:8]=[CH:7][C:4]=1[CH:5]=O.[NH2:13][C:14]1[CH:15]=[C:16]2[C:20]3=[C:21]([CH2:23][S:24][CH2:25][CH2:26][N:19]3[C@H:18]3[CH2:27][CH2:28][N:29](C(OC(C)(C)C)=O)[CH2:30][C@@H:17]23)[CH:22]=1. (2) Given the product [OH:10][CH2:9][C:8]([C:5]1[CH:6]=[CH:7][C:2]([S:25][C:20]2[CH:21]=[CH:22][CH:23]=[CH:24][C:19]=2[CH:16]([CH3:18])[CH3:17])=[C:3]([C:12]([F:15])([F:14])[F:13])[CH:4]=1)=[O:11], predict the reactants needed to synthesize it. The reactants are: F[C:2]1[CH:7]=[CH:6][C:5]([C:8](=[O:11])[CH2:9][OH:10])=[CH:4][C:3]=1[C:12]([F:15])([F:14])[F:13].[CH:16]([C:19]1[CH:24]=[CH:23][CH:22]=[CH:21][C:20]=1[SH:25])([CH3:18])[CH3:17].C([O-])([O-])=O.[Cs+].[Cs+].CCOC(C)=O. (3) Given the product [F:1][C:2]1[CH:3]=[C:4]([CH:9]=[C:10]([CH2:12][N:13]([C:22]([O:23][C@@H:24]2[CH:29]3[CH2:30][CH2:31][N:26]([CH2:27][CH2:28]3)[CH2:25]2)=[O:32])[C:14]2[CH:19]=[CH:18][CH:17]=[CH:16][C:15]=2[F:20])[CH:11]=1)[C:5]([O:7][CH3:8])=[O:6], predict the reactants needed to synthesize it. The reactants are: [F:1][C:2]1[CH:3]=[C:4]([CH:9]=[C:10]([CH2:12][NH:13][C:14]2[CH:19]=[CH:18][CH:17]=[CH:16][C:15]=2[F:20])[CH:11]=1)[C:5]([O:7][CH3:8])=[O:6].Cl.[C:22](Cl)(=[O:32])[O:23][C@@H:24]1[CH:29]2[CH2:30][CH2:31][N:26]([CH2:27][CH2:28]2)[CH2:25]1. (4) Given the product [Cl:1][C:2]1[N:7]=[C:6]([N:9]2[CH2:14][CH2:13][CH2:12][C@@H:11]([C:15]([OH:17])=[O:16])[CH2:10]2)[CH:5]=[CH:4][N:3]=1, predict the reactants needed to synthesize it. The reactants are: [Cl:1][C:2]1[N:7]=[C:6](Cl)[CH:5]=[CH:4][N:3]=1.[NH:9]1[CH2:14][CH2:13][CH2:12][C@@H:11]([C:15]([OH:17])=[O:16])[CH2:10]1. (5) The reactants are: [F:1][C:2]1[CH:7]=[CH:6][C:5]([CH2:8][NH2:9])=[CH:4][CH:3]=1.[Cl:10][C:11]1[CH:16]=[CH:15][C:14]([C:17]2[CH:22]=[CH:21][CH:20]=[C:19]([CH:23]=O)[CH:18]=2)=[CH:13][CH:12]=1.C(O)(=O)C.C(O[BH-](OC(=O)C)OC(=O)C)(=O)C.[Na+]. Given the product [Cl:10][C:11]1[CH:12]=[CH:13][C:14]([C:17]2[CH:22]=[CH:21][CH:20]=[C:19]([CH2:23][NH:9][CH2:8][C:5]3[CH:6]=[CH:7][C:2]([F:1])=[CH:3][CH:4]=3)[CH:18]=2)=[CH:15][CH:16]=1, predict the reactants needed to synthesize it.